From a dataset of Forward reaction prediction with 1.9M reactions from USPTO patents (1976-2016). Predict the product of the given reaction. Given the reactants [F:1][C:2]1[CH:7]=[CH:6][C:5]([CH2:8][C:9]2[CH:18]=[C:17]3[C:12]([C:13]([OH:36])=[C:14]([C:31](OCC)=[O:32])[C:15](=[O:30])[N:16]3[CH2:19][CH2:20][CH2:21][N:22]3[CH2:28][CH2:27][CH2:26][CH2:25][CH2:24][C:23]3=[O:29])=[N:11][CH:10]=2)=[CH:4][CH:3]=1.[NH2:37][C@H:38]([CH2:41][CH:42]([CH3:44])[CH3:43])[CH2:39][OH:40], predict the reaction product. The product is: [F:1][C:2]1[CH:3]=[CH:4][C:5]([CH2:8][C:9]2[CH:18]=[C:17]3[C:12]([C:13]([OH:36])=[C:14]([C:31]([NH:37][C@@H:38]([CH2:39][OH:40])[CH2:41][CH:42]([CH3:44])[CH3:43])=[O:32])[C:15](=[O:30])[N:16]3[CH2:19][CH2:20][CH2:21][N:22]3[CH2:28][CH2:27][CH2:26][CH2:25][CH2:24][C:23]3=[O:29])=[N:11][CH:10]=2)=[CH:6][CH:7]=1.